This data is from Peptide-MHC class I binding affinity with 185,985 pairs from IEDB/IMGT. The task is: Regression. Given a peptide amino acid sequence and an MHC pseudo amino acid sequence, predict their binding affinity value. This is MHC class I binding data. (1) The peptide sequence is AGRNMRRKL. The MHC is HLA-B35:01 with pseudo-sequence HLA-B35:01. The binding affinity (normalized) is 0. (2) The peptide sequence is SLNFLGGTTV. The MHC is HLA-A31:01 with pseudo-sequence HLA-A31:01. The binding affinity (normalized) is 0.298. (3) The peptide sequence is EHGIVIRAF. The MHC is HLA-B07:02 with pseudo-sequence HLA-B07:02. The binding affinity (normalized) is 0.0847. (4) The peptide sequence is LYRYIQWLR. The MHC is HLA-B15:01 with pseudo-sequence HLA-B15:01. The binding affinity (normalized) is 0.0847. (5) The peptide sequence is TVNVILRPK. The MHC is HLA-B40:01 with pseudo-sequence HLA-B40:01. The binding affinity (normalized) is 0.0847. (6) The peptide sequence is SGVCNLGSV. The MHC is H-2-Kb with pseudo-sequence H-2-Kb. The binding affinity (normalized) is 0.293. (7) The peptide sequence is MMAWRMMRY. The MHC is HLA-B07:02 with pseudo-sequence HLA-B07:02. The binding affinity (normalized) is 0.0847. (8) The peptide sequence is QCFSVVLRY. The MHC is HLA-B27:03 with pseudo-sequence HLA-B27:03. The binding affinity (normalized) is 0.0847. (9) The peptide sequence is AEFKYIAAV. The MHC is HLA-B38:01 with pseudo-sequence HLA-B38:01. The binding affinity (normalized) is 0.0469.